From a dataset of Full USPTO retrosynthesis dataset with 1.9M reactions from patents (1976-2016). Predict the reactants needed to synthesize the given product. Given the product [O:7]1[C:10]2[CH:11]=[CH:12][CH:13]=[CH:14][C:9]=2[CH:15]=[CH:1][NH:5]1, predict the reactants needed to synthesize it. The reactants are: [C:1]([NH2:5])(C)(C)C.C=[O:7].O.[C:9]1([CH3:15])[CH:14]=[CH:13][CH:12]=[CH:11][CH:10]=1.